From a dataset of Forward reaction prediction with 1.9M reactions from USPTO patents (1976-2016). Predict the product of the given reaction. (1) Given the reactants Cl[C:2]1[C:7]([CH:8]([CH2:13][CH2:14][CH3:15])[C:9]([O:11][CH3:12])=[O:10])=[C:6]([CH3:16])[N:5]=[C:4]([C:17]2[CH:22]=[CH:21][CH:20]=[CH:19][CH:18]=2)[N:3]=1.C(N(CC)C(C)C)(C)C.[O:32]1[C:36]2[CH:37]=[CH:38][C:39](B(O)O)=[CH:40][C:35]=2[CH2:34][CH2:33]1, predict the reaction product. The product is: [O:32]1[C:36]2[CH:37]=[CH:38][C:39]([C:2]3[C:7]([CH:8]([CH2:13][CH2:14][CH3:15])[C:9]([O:11][CH3:12])=[O:10])=[C:6]([CH3:16])[N:5]=[C:4]([C:17]4[CH:22]=[CH:21][CH:20]=[CH:19][CH:18]=4)[N:3]=3)=[CH:40][C:35]=2[CH2:34][CH2:33]1. (2) The product is: [Cl:1][C:2]1[CH:3]=[C:4]([NH:15][C:16]2[C:25]3[C:20](=[CH:21][CH:22]=[CH:23][C:24]=3[O:26][CH2:27][C@H:28]3[CH2:33][CH2:32][CH2:31][N:30]([C:35](=[O:36])[CH2:34][OH:37])[CH2:29]3)[N:19]=[CH:18][N:17]=2)[CH:5]=[CH:6][C:7]=1[O:8][CH2:9][C:10]1[N:11]=[CH:12][S:13][CH:14]=1. Given the reactants [Cl:1][C:2]1[CH:3]=[C:4]([NH:15][C:16]2[C:25]3[C:20](=[CH:21][CH:22]=[CH:23][C:24]=3[O:26][CH2:27][C@H:28]3[CH2:33][CH2:32][CH2:31][NH:30][CH2:29]3)[N:19]=[CH:18][N:17]=2)[CH:5]=[CH:6][C:7]=1[O:8][CH2:9][C:10]1[N:11]=[CH:12][S:13][CH:14]=1.[C:34](O)(=[O:37])[CH2:35][OH:36], predict the reaction product. (3) Given the reactants [CH3:1][C:2]1[CH:7]=[C:6]([CH3:8])[CH:5]=[CH:4][C:3]=1[N:9]([CH2:47][CH:48]([CH3:50])[CH3:49])[S:10]([C:13]1[CH:18]=[CH:17][C:16]([C:19]([OH:46])([CH3:45])[CH2:20][C:21]2[N:22]=[N:23][N:24](C(C3C=CC=CC=3)(C3C=CC=CC=3)C3C=CC=CC=3)[N:25]=2)=[CH:15][CH:14]=1)(=[O:12])=[O:11].Cl.C(O)(C)C.C(O)=O, predict the reaction product. The product is: [CH3:1][C:2]1[CH:7]=[C:6]([CH3:8])[CH:5]=[CH:4][C:3]=1[N:9]([CH2:47][CH:48]([CH3:50])[CH3:49])[S:10]([C:13]1[CH:14]=[CH:15][C:16]([C:19]([OH:46])([CH3:45])[CH2:20][C:21]2[N:22]=[N:23][NH:24][N:25]=2)=[CH:17][CH:18]=1)(=[O:11])=[O:12]. (4) Given the reactants [O:1]=[C:2]1[NH:6][C:5]([C:12]2[CH:17]=[CH:16][CH:15]=[C:14]([CH3:18])[CH:13]=2)([CH2:7][O:8][CH2:9][CH:10]=[CH2:11])[C:4](=[O:19])[N:3]1[C:20]1[CH:27]=[CH:26][C:23]([C:24]#[N:25])=[C:22]([C:28]([F:31])([F:30])[F:29])[CH:21]=1.[C:32](=O)([O-])[O-].[K+].[K+].CI, predict the reaction product. The product is: [O:1]=[C:2]1[N:6]([CH3:32])[C:5]([C:12]2[CH:17]=[CH:16][CH:15]=[C:14]([CH3:18])[CH:13]=2)([CH2:7][O:8][CH2:9][CH:10]=[CH2:11])[C:4](=[O:19])[N:3]1[C:20]1[CH:27]=[CH:26][C:23]([C:24]#[N:25])=[C:22]([C:28]([F:31])([F:29])[F:30])[CH:21]=1.